Dataset: Antibody paratope prediction from SAbDab with 1,023 antibody chains. Task: Token-level Classification. Given an antibody amino acid sequence, predict which amino acid positions are active in antigen binding. Output is a list of indices for active paratope positions. (1) Given the antibody sequence: EVQLVESGGGLVQPGGSLRLSCAASGFNVSYSSIHWVRQAPGKGLEWVAYIYPSSGYTSYADSVKGRFTISADTSKNTAYLQMNSLRAEDTAVYYCARSYSTKLAMDYWGQGTLVTVVS, which amino acid positions are active in antigen binding (paratope)? The paratope positions are: [52, 83, 84, 85, 104, 105]. (2) Given the antibody sequence: QSVLTQPASVSGSPGQSITISCAGTSSDVGGYNYVSWYQQHPGKAPKLMIYEDSKRPSGVSNRFSGSKSGNTASLTISGLQAEDEADYYCISYISSNTRLFGGGTKLAVL, which amino acid positions are active in antigen binding (paratope)? The paratope positions are: [29, 30, 31, 97]. (3) Given the antibody sequence: DIVLTQSPASLAVSLGQRATISCRASESVDNYGISSMNWFQQKAGQPPKFLIYAASKQGSGVPARFSGSGSGTDFSLIIHPVEEDDTAVYFCQQSKGVPYTFGGGTKLEIK, which amino acid positions are active in antigen binding (paratope)? The paratope positions are: [30, 31, 32, 33]. (4) Given the antibody sequence: VQLQESGPSLVKPSQTLSLTCSVTGDSITSDYWSWIRKFPGNRLEYMGYVSYSGSTAYNPSLKSRISITRDTSKNQYYLDLNSVTTEDTATYYCANWDGDYWGQGTLVTVS, which amino acid positions are active in antigen binding (paratope)? The paratope positions are: [51, 52, 81, 82, 83]. (5) Given the antibody sequence: EQLKESGGRLVAPGTPLTLTCTVSGFDISDYAMIWVRQAPGKGLEWIGIIYGVINDLAYAKWAKGRFTISRTSTTVDLKITSPTTEDTATYFCARGYGSMDGYDRLNLWGQGTLVTVSS, which amino acid positions are active in antigen binding (paratope)? The paratope positions are: [51, 80, 81, 82, 101, 102, 103, 104, 105]. (6) Given the antibody sequence: EVQLVESGGGLVQPGGSLRLSCAASGFTFTSTGISWVRQAPGKGLEWVGRIYPTNGSTNYADSVKGRFTISADTSKNTAYLQMNSLRAEDTAVYYCARTYGIYDLYVDYTEYVMDYWGQGTLVTVSS, which amino acid positions are active in antigen binding (paratope)? The paratope positions are: [52, 83, 84, 85, 104, 105, 106, 107, 108, 109, 110, 111, 112, 113].